This data is from Experimentally validated miRNA-target interactions with 360,000+ pairs, plus equal number of negative samples. The task is: Binary Classification. Given a miRNA mature sequence and a target amino acid sequence, predict their likelihood of interaction. (1) The miRNA is mmu-miR-1298-5p with sequence UUCAUUCGGCUGUCCAGAUGUA. The protein sequence of the target gene is MKRLHPALPSCLLLVLFGIWRTAPQTHASSAGLPPLSATSFLEDLMDRYGKNDSLTLTQLKSLLDHLHVGVGRDNVSQPKEGPRNLSTCFSSGDLFAAHNLSERSQIGASEFQEFCPTILQQLDSQACTSENQKSEENEQTEEGKPSAIEVWGYGFLCVTVISLCSLMGASVVPFMKKTFYKRLLLYFIALAIGTLYSNALFQLIPEAFGFNPQDNYVSKSAVVFGGFYLFFFTEKILKMLLKQKNEHHHGHNHFTSETLPSKKDQEEGVTEKLQNGDLDHMIPQHCNSELDGKAPGTDE.... Result: 0 (no interaction). (2) The miRNA is hsa-miR-6769a-5p with sequence AGGUGGGUAUGGAGGAGCCCU. The protein sequence of the target gene is MSSSYYVNALFSKYTAGASLFQNAEPTSCSFAPNSQRSGYGAGAGAFASTVPGLYNVNSPLYQSPFASGYGLGADAYGNLPCASYDQNIPGLCSDLAKGACDKTDEGALHGAAEANFRIYPWMRSSGPDRKRGRQTYTRYQTLELEKEFHFNRYLTRRRRIEIAHALCLTERQIKIWFQNRRMKWKKEHKDEGPTAAAAPEGAVPSAAATAAADKADEEDDDEEEEDEEE. Result: 1 (interaction). (3) The miRNA is hsa-miR-412-3p with sequence ACUUCACCUGGUCCACUAGCCGU. The protein sequence of the target gene is MLLFCPGCGNGLIVEEGQRCHRFSCNTCPYVHNITRKVTNRKYPKLKEVDDVLGGAAAWENVDSTAESCPKCEHPRAYFMQLQTRSADEPMTTFYKCCNAQCGHRWRD. Result: 1 (interaction). (4) The miRNA is hsa-miR-4517 with sequence AAAUAUGAUGAAACUCACAGCUGAG. The protein sequence of the target gene is MALGKVLAMALVLALAVLGSLSPGARAGDCKGQRQVLREAPGFVTDGAGNYSVNGNCEWLIEAPSPQHRILLDFLFLDTECTYDYLFVYDGDSPRGPLLASLSGSTRPPPIEASSGKMLLHLFSDANYNLLGFNASFRFSLCPGGCQSHGQCQPPGVCACEPGWGGPDCGLQECSAYCGSHGTCASPLGPCRCEPGFLGRACDLHLWENQGAGWWHNVSARDPAFSARIGAAGAFLSPPGLLAVFGGQDLNNALGDLVLYNFSANTWESWDLSPAPAARHSHVAVAWAGSLVLMGGELAD.... Result: 0 (no interaction). (5) The miRNA is hsa-miR-3529-3p with sequence AACAACAAAAUCACUAGUCUUCCA. The protein sequence of the target gene is MSVDNWLLHPLWGQTFLLLLSVAVAQAHWPSEPSEAVRDWKNQLEASMHSVLSDFQEAVPTVVGIPDGTAVVGRSFRVSIPTDLIASSGEIIKVSAAGKEALPSWLHWDPHSHILEGLPLDTDKGVHYISVSAARLGANGSHVPQTSSVFSIEVYPEDHNEPQSVRAASSDPGEVVPSACAADEPVTVLTVILDADLTKMTPKQRIDLLNRMQSFSEVELHNMKLVPVVNNRLFDMSAFMAGPGNAKKVVENGALLSWKLGCSLNQNSVPDIRGVETPAREGAMSAQLGYPVVGWHIANK.... Result: 0 (no interaction). (6) The miRNA is hsa-miR-126-5p with sequence CAUUAUUACUUUUGGUACGCG. The protein sequence of the target gene is MLRDSLKSWNDSQSDLCSSDQEEEEEMVFGENEDGLEEMMDLSDLPTSLFACSVHEAVFEVQEQKERFEALFTLYDDQVTFQLFKSFRRVRINFSKPEAAARARIELHESEFHGRKLKLYFAQVQVSGEARDKSYLLPPQPTKQFLISPPASPPVGWKQSEDAMPVINYDLLCAVSKLGPGEKYELHAGTESTPSVVVHVCESETEEEEDTKNPKQKITQTRRPEAPTAALSERLDCAL. Result: 0 (no interaction). (7) The miRNA is hsa-miR-7853-5p with sequence UCAAAUGCAGAUCCUGACUUC. The protein sequence of the target gene is MASAGSTARRAGSGSWHSERGEGRGARPQPTPSGSMQQANKVSLKATWTDAESKQPSQPLPDLADHLSAQATALARPRRPASLTPPRADPSPSKESDQTAIDQTAIGSYYQLFAAAVGNVEWLRFCLNQSLREIPTDDKGFTAIHFAAQWGKLACLQVLVEEYKFPVDLLTNNSQTPLHLVIHRDNTTVALPCIYYLLEKGADLNAQTCNGSTPLHLAARDGLLDCVKVLVQSGANVHAQDAMGYKPIDFCKIWNHRACARFLKDAMWKKDKKDFAREMTKMKMFKSQLTLMEHNYLIEY.... Result: 0 (no interaction).